From a dataset of Full USPTO retrosynthesis dataset with 1.9M reactions from patents (1976-2016). Predict the reactants needed to synthesize the given product. (1) Given the product [Cl:30][CH2:31][C:32]([N:21]([CH2:20][C:17]1[CH:16]=[CH:15][C:14]([C:13]([NH:12][C:10]2[S:11][C:7]3[C:6]([N:24]4[CH2:25][CH2:26][O:27][CH2:28][CH2:29]4)=[CH:5][CH:4]=[C:3]([O:2][CH3:1])[C:8]=3[N:9]=2)=[O:23])=[CH:19][CH:18]=1)[CH3:22])=[O:33], predict the reactants needed to synthesize it. The reactants are: [CH3:1][O:2][C:3]1[C:8]2[N:9]=[C:10]([NH:12][C:13](=[O:23])[C:14]3[CH:19]=[CH:18][C:17]([CH2:20][NH:21][CH3:22])=[CH:16][CH:15]=3)[S:11][C:7]=2[C:6]([N:24]2[CH2:29][CH2:28][O:27][CH2:26][CH2:25]2)=[CH:5][CH:4]=1.[Cl:30][CH2:31][C:32](Cl)=[O:33]. (2) Given the product [Cl:1][C:2]1[N:10]=[C:9]2[C:5]([N:6]=[C:7]([CH2:13][N:14]3[CH2:15][CH2:16][CH:17]([C:38]([NH2:40])=[O:39])[CH2:18][CH2:19]3)[N:8]2[CH2:11][CH3:12])=[C:4]([N:26]2[CH2:31][CH2:30][O:29][CH2:28][CH2:27]2)[N:3]=1, predict the reactants needed to synthesize it. The reactants are: [Cl:1][C:2]1[N:10]=[C:9]2[C:5]([N:6]=[C:7]([CH2:13][N:14]3[CH2:19][CH2:18][CH:17](N4CC(F)(F)C4)[CH2:16][CH2:15]3)[N:8]2[CH2:11][CH3:12])=[C:4]([N:26]2[CH2:31][CH2:30][O:29][CH2:28][CH2:27]2)[N:3]=1.N1CCC([C:38]([NH2:40])=[O:39])CC1. (3) Given the product [CH3:15][C:14]([CH3:16])=[CH:13][CH2:12][CH2:11]/[C:9](/[CH3:10])=[CH:8]/[CH2:7][CH2:6]/[C:2](/[CH3:3])=[CH:4]/[CH:5]=[O:27].[CH3:15][C:14]([CH3:16])=[CH:13][CH2:12][CH2:11]/[C:9](/[CH3:10])=[CH:8]/[CH2:7][CH2:6]/[C:2](/[CH3:3])=[CH:4]\[CH:5]=[O:30], predict the reactants needed to synthesize it. The reactants are: O[C:2]([CH2:6][CH2:7]/[CH:8]=[C:9](/[CH2:11][CH2:12][CH:13]=[C:14]([CH3:16])[CH3:15])\[CH3:10])([CH:4]=[CH2:5])[CH3:3].N1C2C(=CC=CC=2[OH:27])C=CC=1.CS(C)=[O:30].